From a dataset of Catalyst prediction with 721,799 reactions and 888 catalyst types from USPTO. Predict which catalyst facilitates the given reaction. (1) Reactant: [C:1](N1C=CC=CC1=O)(N1C=CC=CC1=O)=[S:2].[CH3:17][S:18][C:19]1[N:20]=[CH:21][C:22]([NH2:25])=[N:23][CH:24]=1. Product: [N:25]([C:22]1[CH:21]=[N:20][C:19]([S:18][CH3:17])=[CH:24][N:23]=1)=[C:1]=[S:2]. The catalyst class is: 4. (2) Reactant: [CH:1]1([C:7]2[S:21][C:10]3[N:11]=[C:12]([CH3:20])[N:13]=[C:14](/[CH:15]=[CH:16]/[O:17]CC)[C:9]=3[CH:8]=2)[CH2:6][CH2:5][CH2:4][CH2:3][CH2:2]1.Cl.C(=O)(O)[O-].[Na+]. Product: [CH:1]1([C:7]2[S:21][C:10]3[N:11]=[C:12]([CH3:20])[N:13]=[C:14](/[CH:15]=[CH:16]\[OH:17])[C:9]=3[CH:8]=2)[CH2:2][CH2:3][CH2:4][CH2:5][CH2:6]1. The catalyst class is: 1.